Predict which catalyst facilitates the given reaction. From a dataset of Catalyst prediction with 721,799 reactions and 888 catalyst types from USPTO. (1) Reactant: [Cl:1][C:2]1[CH:7]=[CH:6][C:5]([OH:8])=[C:4]([C:9]2[CH:13]=[CH:12][NH:11][N:10]=2)[CH:3]=1.C([O-])([O-])=O.[K+].[K+].[CH2:20](Br)[C:21]1[CH:26]=[CH:25][CH:24]=[CH:23][CH:22]=1. Product: [CH2:20]([O:8][C:5]1[CH:6]=[CH:7][C:2]([Cl:1])=[CH:3][C:4]=1[C:9]1[CH:13]=[CH:12][NH:11][N:10]=1)[C:21]1[CH:26]=[CH:25][CH:24]=[CH:23][CH:22]=1. The catalyst class is: 21. (2) The catalyst class is: 12. Reactant: [CH2:1]([O:3][C:4]([C@@H:6]1[CH2:11][CH2:10][C@H:9]([O:12][C:13]2[C:25]([F:26])=[CH:24][C:16]([C:17]([O:19]C(C)(C)C)=[O:18])=[C:15]([F:27])[CH:14]=2)[CH2:8][CH2:7]1)=[O:5])[CH3:2].Cl. Product: [CH2:1]([O:3][C:4]([C@@H:6]1[CH2:7][CH2:8][C@H:9]([O:12][C:13]2[C:25]([F:26])=[CH:24][C:16]([C:17]([OH:19])=[O:18])=[C:15]([F:27])[CH:14]=2)[CH2:10][CH2:11]1)=[O:5])[CH3:2]. (3) The catalyst class is: 1. Reactant: [O:1]=[C:2]1[CH2:9][CH:8]2[CH2:10][CH:4]([CH2:5][N:6]([C:11]([O:13][C:14]([CH3:17])([CH3:16])[CH3:15])=[O:12])[CH2:7]2)[CH2:3]1.[Li+].C[Si]([N-][Si](C)(C)C)(C)C.C1C=CC(N([S:35]([C:38]([F:41])([F:40])[F:39])(=[O:37])=[O:36])[S:35]([C:38]([F:41])([F:40])[F:39])(=[O:37])=[O:36])=CC=1.O. Product: [F:39][C:38]([F:41])([F:40])[S:35]([O:1][C:2]1[CH2:3][CH:4]2[CH2:10][CH:8]([CH2:7][N:6]([C:11]([O:13][C:14]([CH3:17])([CH3:16])[CH3:15])=[O:12])[CH2:5]2)[CH:9]=1)(=[O:37])=[O:36].